Task: Predict the product of the given reaction.. Dataset: Forward reaction prediction with 1.9M reactions from USPTO patents (1976-2016) (1) Given the reactants I[C:2]1[CH:3]=[C:4]([NH2:9])[CH:5]=[CH:6][C:7]=1[CH3:8].[CH3:10][C:11]1([CH3:27])[C:15]([CH3:17])([CH3:16])[O:14][B:13]([B:13]2[O:14][C:15]([CH3:17])([CH3:16])[C:11]([CH3:27])([CH3:10])[O:12]2)[O:12]1.CC([O-])=O.[K+].N#N, predict the reaction product. The product is: [CH3:8][C:7]1[CH:6]=[CH:5][C:4]([NH2:9])=[CH:3][C:2]=1[B:13]1[O:14][C:15]([CH3:17])([CH3:16])[C:11]([CH3:27])([CH3:10])[O:12]1. (2) Given the reactants [CH2:1]([N:8]1[CH2:13][CH2:12][CH:11]([O:14][C:15]2[C:16](Cl)=[N:17][CH:18]=[CH:19][CH:20]=2)[CH2:10][CH2:9]1)[C:2]1[CH:7]=[CH:6][CH:5]=[CH:4][CH:3]=1.[N:22]1[CH:27]=[CH:26][C:25](B(O)O)=[CH:24][CH:23]=1.C(=O)([O-])[O-].[Na+].[Na+].COCCOC, predict the reaction product. The product is: [CH2:1]([N:8]1[CH2:13][CH2:12][CH:11]([O:14][C:15]2[C:16]([C:25]3[CH:26]=[CH:27][N:22]=[CH:23][CH:24]=3)=[N:17][CH:18]=[CH:19][CH:20]=2)[CH2:10][CH2:9]1)[C:2]1[CH:7]=[CH:6][CH:5]=[CH:4][CH:3]=1. (3) Given the reactants C(OC(=O)[NH:10][CH2:11][CH2:12][CH2:13][CH2:14][C@H:15]([NH:19][C:20]([O:22][C:23]([CH3:26])([CH3:25])[CH3:24])=[O:21])[C:16](=[O:18])[NH2:17])C1C=CC=CC=1, predict the reaction product. The product is: [C:23]([O:22][C:20](=[O:21])[NH:19][C@H:15]([C:16](=[O:18])[NH2:17])[CH2:14][CH2:13][CH2:12][CH2:11][NH2:10])([CH3:26])([CH3:24])[CH3:25]. (4) Given the reactants Br[C:2]1[CH:3]=[CH:4][C:5]([O:8][CH3:9])=[N:6][CH:7]=1.C([Li])CCC.[B:15](OC(C)C)([O:20]C(C)C)[O:16]C(C)C.Cl, predict the reaction product. The product is: [CH3:9][O:8][C:5]1[N:6]=[CH:7][C:2]([B:15]([OH:20])[OH:16])=[CH:3][CH:4]=1. (5) Given the reactants [CH2:1]([C:3]1[CH:23]=[CH:22][C:6]([C:7]([C:9]2[C:14](=[O:15])[CH2:13][CH:12]([C:16]([O:18][CH2:19][CH3:20])=[O:17])[CH2:11][C:10]=2O)=[O:8])=[CH:5][CH:4]=1)[CH3:2].CC(=CC)C.C(Br)(=O)C([Br:32])=O.O, predict the reaction product. The product is: [Br:32][C:10]1[CH2:11][CH:12]([C:16]([O:18][CH2:19][CH3:20])=[O:17])[CH2:13][C:14](=[O:15])[C:9]=1[C:7](=[O:8])[C:6]1[CH:22]=[CH:23][C:3]([CH2:1][CH3:2])=[CH:4][CH:5]=1. (6) The product is: [F:14][C:11]([F:12])([F:13])[O:10][C:9]1[C:4]([NH2:1])=[N:5][CH:6]=[CH:7][CH:8]=1. Given the reactants [N+:1]([C:4]1[C:9]([O:10][C:11]([F:14])([F:13])[F:12])=[CH:8][CH:7]=[CH:6][N:5]=1)([O-])=O.[Cl-].[NH4+], predict the reaction product. (7) Given the reactants [Cl:1][C:2]1[N:10]=[C:9]([Cl:11])[CH:8]=[C:7]([C:12]([F:15])([F:14])[F:13])[C:3]=1[C:4]([OH:6])=[O:5].C(NC(=NC(C)C)O[C:22]([CH3:25])([CH3:24])[CH3:23])(C)C, predict the reaction product. The product is: [Cl:1][C:2]1[N:10]=[C:9]([Cl:11])[CH:8]=[C:7]([C:12]([F:14])([F:15])[F:13])[C:3]=1[C:4]([O:6][C:22]([CH3:25])([CH3:24])[CH3:23])=[O:5]. (8) Given the reactants [NH2:1][C:2]1[CH:3]=[C:4]([Br:9])[C:5]([Cl:8])=[N:6][CH:7]=1.[O:10]1[CH2:15][CH2:14][CH:13]([CH:16]=O)[CH2:12][CH2:11]1.C(O)(=O)C.C(O[BH-](OC(=O)C)OC(=O)C)(=O)C.[Na+], predict the reaction product. The product is: [Br:9][C:4]1[CH:3]=[C:2]([NH:1][CH2:16][CH:13]2[CH2:14][CH2:15][O:10][CH2:11][CH2:12]2)[CH:7]=[N:6][C:5]=1[Cl:8].